Dataset: Forward reaction prediction with 1.9M reactions from USPTO patents (1976-2016). Task: Predict the product of the given reaction. (1) Given the reactants C(O[BH-](OC(=O)C)OC(=O)C)(=O)C.[Na+].[Cl:15][C:16]1[CH:17]=[CH:18][C:19]([S:46]([CH2:49][CH3:50])(=[O:48])=[O:47])=[C:20]([CH:45]=1)[CH2:21][N:22]1[C:31](=[O:32])[C:30]2[C:25](=[CH:26][C:27]([CH2:37][N:38]3[CH2:43][CH2:42][NH:41][CH2:40][CH2:39]3)=[C:28]([C:33]([F:36])([F:35])[F:34])[CH:29]=2)[NH:24][C:23]1=[O:44].[CH3:51][C:52]([CH3:54])=O.C(=O)(O)[O-].[Na+], predict the reaction product. The product is: [Cl:15][C:16]1[CH:17]=[CH:18][C:19]([S:46]([CH2:49][CH3:50])(=[O:47])=[O:48])=[C:20]([CH:45]=1)[CH2:21][N:22]1[C:31](=[O:32])[C:30]2[C:25](=[CH:26][C:27]([CH2:37][N:38]3[CH2:43][CH2:42][N:41]([CH:52]([CH3:54])[CH3:51])[CH2:40][CH2:39]3)=[C:28]([C:33]([F:36])([F:34])[F:35])[CH:29]=2)[NH:24][C:23]1=[O:44]. (2) Given the reactants Cl.[F:2][C:3]([F:18])([F:17])[C:4]1[N:5]=[CH:6][C:7]([NH:10][C@H:11]2[CH2:15][CH2:14][CH2:13][C@@H:12]2[NH2:16])=[N:8][CH:9]=1.[F:19][CH:20]([F:30])[C:21]1[CH:29]=[CH:28][CH:27]=[CH:26][C:22]=1[C:23](O)=[O:24].C(N(CC)CC)C.O1POPOP1, predict the reaction product. The product is: [F:19][CH:20]([F:30])[C:21]1[CH:29]=[CH:28][CH:27]=[CH:26][C:22]=1[C:23]([NH:16][C@H:12]1[CH2:13][CH2:14][CH2:15][C@@H:11]1[NH:10][C:7]1[CH:6]=[N:5][C:4]([C:3]([F:2])([F:17])[F:18])=[CH:9][N:8]=1)=[O:24]. (3) The product is: [C:1]([O:5][C:6]([N:8]1[C@H:15]([CH2:16][NH2:17])[CH2:14][C@H:13]2[C@@H:9]1[CH2:10][CH2:11][CH2:12]2)=[O:7])([CH3:4])([CH3:3])[CH3:2]. Given the reactants [C:1]([O:5][C:6]([N:8]1[C@H:15]([CH2:16][NH:17]CC2C=CC=CC=2)[CH2:14][C@H:13]2[C@@H:9]1[CH2:10][CH2:11][CH2:12]2)=[O:7])([CH3:4])([CH3:3])[CH3:2], predict the reaction product.